Dataset: Full USPTO retrosynthesis dataset with 1.9M reactions from patents (1976-2016). Task: Predict the reactants needed to synthesize the given product. (1) The reactants are: [IH:1].[CH:2]([NH:5][CH:6]([CH3:8])[CH3:7])([CH3:4])[CH3:3].[CH2:9]1[O:11][CH:10]1[CH2:12][OH:13].C([O-])(=O)CCCCCCCCCCC.C([O-])(=O)CCCCCCCCCCC.C([Sn+2]CCCC)CCC. Given the product [IH:1].[CH:2]([NH:5][CH:6]([CH3:8])[CH3:7])([CH3:4])[CH3:3].[CH2:9]1[O:11][CH:10]1[CH2:12][OH:13], predict the reactants needed to synthesize it. (2) Given the product [F:1][C:2]([F:40])([F:39])[C:3]1[CH:4]=[C:5]([CH:32]=[C:33]([C:35]([F:37])([F:36])[F:38])[CH:34]=1)[C:6]([N:8]1[CH2:13][CH2:12][N:11]([CH2:14][CH2:15][CH2:16][N:50]2[CH2:51][CH2:52][CH:47]([C:41]3[CH:46]=[CH:45][CH:44]=[CH:43][CH:42]=3)[CH2:48][CH2:49]2)[CH2:10][C@H:9]1[CH2:22][C:23]1[C:31]2[C:26](=[CH:27][CH:28]=[CH:29][CH:30]=2)[NH:25][CH:24]=1)=[O:7], predict the reactants needed to synthesize it. The reactants are: [F:1][C:2]([F:40])([F:39])[C:3]1[CH:4]=[C:5]([CH:32]=[C:33]([C:35]([F:38])([F:37])[F:36])[CH:34]=1)[C:6]([N:8]1[CH2:13][CH2:12][N:11]([CH2:14][CH2:15][CH2:16]OS(C)(=O)=O)[CH2:10][C@H:9]1[CH2:22][C:23]1[C:31]2[C:26](=[CH:27][CH:28]=[CH:29][CH:30]=2)[NH:25][CH:24]=1)=[O:7].[C:41]1([CH:47]2[CH2:52][CH2:51][NH:50][CH2:49][CH2:48]2)[CH:46]=[CH:45][CH:44]=[CH:43][CH:42]=1. (3) The reactants are: [C:1]([O:9][CH2:10][CH3:11])(=[O:8])[CH2:2][C:3]([O:5][CH2:6][CH3:7])=[O:4].[H-].[Na+].Br[C:15]1[CH:20]=[CH:19][C:18]([CH3:21])=[CH:17][C:16]=1[F:22].Cl. Given the product [CH2:10]([O:9][C:1](=[O:8])[CH:2]([C:15]1[CH:20]=[CH:19][C:18]([CH3:21])=[CH:17][C:16]=1[F:22])[C:3]([O:5][CH2:6][CH3:7])=[O:4])[CH3:11], predict the reactants needed to synthesize it. (4) Given the product [C:35]([N:9]1[CH2:10][CH2:11][CH2:12][CH:7]([N:6]2[C:2]([NH2:1])=[C:3]([C:26]([NH2:28])=[O:27])[C:4]([C:13]3[CH:14]=[CH:15][C:16]([O:19][C:20]4[CH:25]=[CH:24][CH:23]=[CH:22][CH:21]=4)=[CH:17][CH:18]=3)=[N:5]2)[CH2:8]1)(=[O:38])[CH:36]=[CH2:37], predict the reactants needed to synthesize it. The reactants are: [NH2:1][C:2]1[N:6]([CH:7]2[CH2:12][CH2:11][CH2:10][NH:9][CH2:8]2)[N:5]=[C:4]([C:13]2[CH:18]=[CH:17][C:16]([O:19][C:20]3[CH:25]=[CH:24][CH:23]=[CH:22][CH:21]=3)=[CH:15][CH:14]=2)[C:3]=1[C:26]([NH2:28])=[O:27].N1C=CC=CC=1.[C:35](Cl)(=[O:38])[CH:36]=[CH2:37]. (5) Given the product [O:1]=[C:2]1[N:6]([C:7]2[CH:8]=[CH:9][C:10]3[C:16]4[NH:33][N:34]=[C:18]([C:20]5[CH:25]=[CH:24][N:23]=[CH:22][CH:21]=5)[C:15]=4[CH2:14][CH2:13][O:12][C:11]=3[CH:26]=2)[CH2:5][C@H:4]([CH2:27][NH:28][C:29](=[O:31])[CH3:30])[O:3]1, predict the reactants needed to synthesize it. The reactants are: [O:1]=[C:2]1[N:6]([C:7]2[CH:8]=[CH:9][C:10]3[C:16](=O)[CH:15]([C:18]([C:20]4[CH:25]=[CH:24][N:23]=[CH:22][CH:21]=4)=O)[CH2:14][CH2:13][O:12][C:11]=3[CH:26]=2)[CH2:5][C@H:4]([CH2:27][NH:28][C:29](=[O:31])[CH3:30])[O:3]1.O.[NH2:33][NH2:34]. (6) Given the product [CH2:36]([O:38][C:39]([C:41]1[O:45][C:44]([C:23]2[CH:24]=[CH:25][CH:26]=[C:16]([N:10]3[N:9]=[CH:8][C:7]4[C:12](=[CH:13][CH:14]=[C:5]([C:1]([CH3:3])([CH3:2])[CH3:4])[CH:6]=4)[C:11]3=[O:15])[C:17]=2[CH2:18][O:19][C:20](=[O:22])[CH3:21])=[N:43][C:42]=1[CH3:47])=[O:40])[CH3:37], predict the reactants needed to synthesize it. The reactants are: [C:1]([C:5]1[CH:6]=[C:7]2[C:12](=[CH:13][CH:14]=1)[C:11](=[O:15])[N:10]([C:16]1[CH:26]=[CH:25][CH:24]=[C:23](B3OC(C)(C)C(C)(C)O3)[C:17]=1[CH2:18][O:19][C:20](=[O:22])[CH3:21])[N:9]=[CH:8]2)([CH3:4])([CH3:3])[CH3:2].[CH2:36]([O:38][C:39]([C:41]1[O:45][C:44](Br)=[N:43][C:42]=1[CH3:47])=[O:40])[CH3:37].C([O-])([O-])=O.[K+].[K+]. (7) Given the product [CH2:1]([C:5]1[CH:6]=[CH:7][C:8]([CH:11]([CH3:15])[C:12]([O:14][C:27]2[CH:26]=[CH:25][CH:24]=[C:23]([CH:20]([CH2:21][CH3:22])[C@H:19]([CH3:30])[CH2:18][N:17]([CH3:31])[CH3:16])[CH:28]=2)=[O:13])=[CH:9][CH:10]=1)[CH:2]([CH3:4])[CH3:3], predict the reactants needed to synthesize it. The reactants are: [CH2:1]([C:5]1[CH:10]=[CH:9][C:8]([C@@H:11]([CH3:15])[C:12]([OH:14])=[O:13])=[CH:7][CH:6]=1)[CH:2]([CH3:4])[CH3:3].[CH3:16][N:17]([CH3:31])[CH2:18][C@H:19]([CH3:30])[C@H:20]([C:23]1[CH:24]=[C:25](O)[CH:26]=[CH:27][CH:28]=1)[CH2:21][CH3:22].C1(N=C=NC2CCCCC2)CCCCC1. (8) Given the product [CH3:1][C:2]([CH3:22])([CH3:21])[CH2:3][N:4]1[C:12]2[C:7](=[N:8][C:9]([C@@H:13]3[CH2:15][C@H:14]3[CH2:16][CH2:17][S:31]([CH3:30])(=[O:33])=[O:32])=[CH:10][CH:11]=2)[N:6]([CH3:19])[C:5]1=[O:20], predict the reactants needed to synthesize it. The reactants are: [CH3:1][C:2]([CH3:22])([CH3:21])[CH2:3][N:4]1[C:12]2[C:7](=[N:8][C:9]([C@@H:13]3[CH2:15][C@H:14]3[CH2:16][CH2:17]O)=[CH:10][CH:11]=2)[N:6]([CH3:19])[C:5]1=[O:20].C(N(CC)CC)C.[CH3:30][S:31](Cl)(=[O:33])=[O:32]. (9) Given the product [CH2:1]([C:11]12[CH2:17][CH:14]([CH2:15][CH2:16]1)[CH:13]=[CH:12]2)[CH2:2][CH2:3][CH2:4][CH2:5][CH2:6][CH2:7][CH2:8][CH2:9][CH3:10].[CH:18]12[CH2:24][CH:21]([CH2:22][CH2:23]1)[CH:20]=[CH:19]2.[CH3:25][O:26][CH2:27][CH:28]1[O:30][CH2:29]1.[CH2:31]([C:39]12[CH2:45][CH:42]([CH2:43][CH2:44]1)[CH:41]=[CH:40]2)[CH2:32][C:33]1[CH:38]=[CH:37][CH:36]=[CH:35][CH:34]=1, predict the reactants needed to synthesize it. The reactants are: [CH2:1]([C:11]12[CH2:17][CH:14]([CH2:15][CH2:16]1)[CH:13]=[CH:12]2)[CH2:2][CH2:3][CH2:4][CH2:5][CH2:6][CH2:7][CH2:8][CH2:9][CH3:10].[CH:18]12[CH2:24][CH:21]([CH2:22][CH2:23]1)[CH:20]=[CH:19]2.[CH3:25][O:26][CH2:27][CH:28]1[O:30][CH2:29]1.[CH2:31]([C:39]12[CH2:45][CH:42]([CH2:43][CH2:44]1)[CH:41]=[CH:40]2)[CH2:32][C:33]1[CH:38]=[CH:37][CH:36]=[CH:35][CH:34]=1.